From a dataset of Full USPTO retrosynthesis dataset with 1.9M reactions from patents (1976-2016). Predict the reactants needed to synthesize the given product. (1) Given the product [NH2:1][CH2:2][C@H:3]1[C@H:7]([C:8]2[C:9]([OH:28])=[CH:10][C:11]([OH:26])=[C:12]3[C:17]=2[O:16][C:15]([C:18]2[CH:23]=[CH:22][CH:21]=[CH:20][C:19]=2[Cl:24])=[CH:14][C:13]3=[O:25])[CH2:6][CH2:5][N:4]1[CH3:30], predict the reactants needed to synthesize it. The reactants are: [NH2:1][CH2:2][C@H:3]1[C@H:7]([C:8]2[C:9]([O:28]C)=[CH:10][C:11]([O:26]C)=[C:12]3[C:17]=2[O:16][C:15]([C:18]2[CH:23]=[CH:22][CH:21]=[CH:20][C:19]=2[Cl:24])=[CH:14][C:13]3=[O:25])[CH2:6][CH2:5][N:4]1[CH3:30].Cl.N1C=CC=CC=1. (2) Given the product [N+:11]([C:8]1[CH:9]=[CH:10][C:4]2[S:3][C:2]([NH:1][C:14](=[O:21])[C:15]3[CH:20]=[CH:19][CH:18]=[CH:17][CH:16]=3)=[N:6][C:5]=2[CH:7]=1)([O-:13])=[O:12], predict the reactants needed to synthesize it. The reactants are: [NH2:1][C:2]1[S:3][C:4]2[CH:10]=[CH:9][C:8]([N+:11]([O-:13])=[O:12])=[CH:7][C:5]=2[N:6]=1.[C:14](Cl)(=[O:21])[C:15]1[CH:20]=[CH:19][CH:18]=[CH:17][CH:16]=1.N1C=CC=CC=1. (3) Given the product [F:60][C:56]1[CH:55]=[C:54]2[C:59](=[CH:58][CH:57]=1)[N:51]([NH:50][C:8]([C:7]1[C:2]([CH3:1])=[N:3][C:4]([C:11]3[CH:16]=[CH:15][CH:14]=[CH:13][N:12]=3)=[N:5][CH:6]=1)=[O:10])[CH:52]=[C:53]2[CH2:61][C:62]([OH:64])([CH3:63])[CH3:65], predict the reactants needed to synthesize it. The reactants are: [CH3:1][C:2]1[C:7]([C:8]([OH:10])=O)=[CH:6][N:5]=[C:4]([C:11]2[CH:16]=[CH:15][CH:14]=[CH:13][N:12]=2)[N:3]=1.CN(C(ON1N=NC2C=CC=NC1=2)=[N+](C)C)C.F[P-](F)(F)(F)(F)F.CCN(C(C)C)C(C)C.[NH2:50][N:51]1[C:59]2[C:54](=[CH:55][C:56]([F:60])=[CH:57][CH:58]=2)[C:53]([CH2:61][C:62]([CH3:65])([OH:64])[CH3:63])=[CH:52]1. (4) Given the product [CH3:25][C:21]1[CH:22]=[CH:23][CH:24]=[C:2]([CH3:1])[C:3]=1[CH2:4][O:5][C:6]1[CH:7]=[C:8]([C:12](=[O:20])[CH:13]=[CH:14][C:15]([OH:17])=[O:16])[CH:9]=[CH:10][CH:11]=1, predict the reactants needed to synthesize it. The reactants are: [CH3:1][C:2]1[CH:24]=[CH:23][CH:22]=[C:21]([CH3:25])[C:3]=1[CH2:4][O:5][C:6]1[CH:7]=[C:8]([C:12](=[O:20])[CH:13]=[CH:14][C:15]([O:17]CC)=[O:16])[CH:9]=[CH:10][CH:11]=1.[OH-].[Na+]. (5) Given the product [CH3:1][O:2][C:3]1[CH:8]=[CH:7][CH:6]=[CH:5][C:4]=1[C:9]1[N:17]2[C:12]([CH:13]=[N:14][C:15]([NH:26][C:27]3[CH:36]=[C:35]4[C:30]([CH2:31][CH2:32][C:33](=[O:37])[NH:34]4)=[CH:29][CH:28]=3)=[N:16]2)=[CH:11][CH:10]=1, predict the reactants needed to synthesize it. The reactants are: [CH3:1][O:2][C:3]1[CH:8]=[CH:7][CH:6]=[CH:5][C:4]=1[C:9]1[N:17]2[C:12]([CH:13]=[N:14][C:15](OS(C(F)(F)F)(=O)=O)=[N:16]2)=[CH:11][CH:10]=1.[NH2:26][C:27]1[CH:36]=[C:35]2[C:30]([CH2:31][CH2:32][C:33](=[O:37])[NH:34]2)=[CH:29][CH:28]=1.